This data is from Reaction yield outcomes from USPTO patents with 853,638 reactions. The task is: Predict the reaction yield, written as a fraction of the theoretical maximum amount of product (1.0 means a 100% yield; for example, 0.34 means a 34% yield). The reactants are N1C=CC=CC=1C(O)=O.[Cl:10][C:11]1[CH:12]=[C:13](I)[CH:14]=[C:15]([Cl:17])[CH:16]=1.C(=O)([O-])[O-].[Cs+].[Cs+].[C:25]([O:32][CH3:33])(=[O:31])[CH2:26][C:27]([O:29][CH3:30])=[O:28]. The catalyst is CO.[Cu]I.O.O1CCOCC1. The product is [Cl:10][C:11]1[CH:12]=[C:13]([CH:26]([C:25]([O:32][CH3:33])=[O:31])[C:27]([O:29][CH3:30])=[O:28])[CH:14]=[C:15]([Cl:17])[CH:16]=1. The yield is 0.890.